Dataset: Full USPTO retrosynthesis dataset with 1.9M reactions from patents (1976-2016). Task: Predict the reactants needed to synthesize the given product. (1) Given the product [Br:6][C:7]1[CH:16]=[CH:15][CH:14]=[C:9]2[C:8]=1[CH2:17][N:2]([CH3:1])[C:10]2=[O:11], predict the reactants needed to synthesize it. The reactants are: [CH3:1][NH2:2].C(O)C.[Br:6][C:7]1[C:8]([CH2:17]Br)=[C:9]([CH:14]=[CH:15][CH:16]=1)[C:10](OC)=[O:11]. (2) The reactants are: C([O:3][C:4]([C:6]1[CH:11]=[CH:10][C:9]([C:12]2[CH:17]=[CH:16][CH:15]=[CH:14][C:13]=2[Cl:18])=[CH:8][CH:7]=1)=[O:5])C.[OH-].[Na+].CCOCC.Cl. Given the product [Cl:18][C:13]1[CH:14]=[CH:15][CH:16]=[CH:17][C:12]=1[C:9]1[CH:10]=[CH:11][C:6]([C:4]([OH:5])=[O:3])=[CH:7][CH:8]=1, predict the reactants needed to synthesize it. (3) Given the product [O:7]1[CH2:12][CH2:11][C:10](=[CH:14][CH2:15][CH2:16][OH:17])[CH2:9][CH2:8]1, predict the reactants needed to synthesize it. The reactants are: [PH4+].[Li]CCCC.[O:7]1[CH2:12][CH2:11][C:10](=O)[CH2:9][CH2:8]1.[CH2:14]1C[O:17][CH2:16][CH2:15]1. (4) Given the product [Cl:19][C:6]1[C:5]2[C:10](=[CH:11][CH:12]=[C:3]([O:2][CH3:1])[CH:4]=2)[N:9]=[CH:8][CH:7]=1, predict the reactants needed to synthesize it. The reactants are: [CH3:1][O:2][C:3]1[CH:4]=[C:5]2[C:10](=[CH:11][CH:12]=1)[N:9]=[CH:8][CH:7]=[C:6]2O.O.[OH-].[Na+].P(Cl)(Cl)([Cl:19])=O. (5) Given the product [CH3:1][O:2][C:3]1[CH:4]=[C:5]([C:13]2[C:18]([CH2:19][OH:20])=[CH:17][CH:16]=[CH:15][N:14]=2)[CH:6]=[CH:7][CH:8]=1, predict the reactants needed to synthesize it. The reactants are: [CH3:1][O:2][C:3]1[CH:4]=[C:5](B(O)O)[CH:6]=[CH:7][CH:8]=1.Cl[C:13]1[C:18]([CH2:19][OH:20])=[CH:17][CH:16]=[CH:15][N:14]=1.C(=O)(O)[O-].[Na+].O1CCOCC1. (6) Given the product [CH3:36][C:35]([CH3:38])([CH3:37])[CH2:34][CH2:33][NH:32][C:28]1[CH:29]=[C:30]2[C:25](=[CH:26][CH:27]=1)[N:24]([CH2:39][C:40]1[CH:45]=[CH:44][CH:43]=[CH:42][C:41]=1[F:46])[C:23]([C:21]([NH:20][C:17]1[CH:18]=[CH:19][C:14]([NH:13][S:2]([CH3:1])(=[O:4])=[O:3])=[CH:15][CH:16]=1)=[O:22])=[CH:31]2, predict the reactants needed to synthesize it. The reactants are: [CH3:1][S:2](Cl)(=[O:4])=[O:3].N1C=CC=CC=1.Cl.[NH2:13][C:14]1[CH:19]=[CH:18][C:17]([NH:20][C:21]([C:23]2[N:24]([CH2:39][C:40]3[CH:45]=[CH:44][CH:43]=[CH:42][C:41]=3[F:46])[C:25]3[C:30]([CH:31]=2)=[CH:29][C:28]([NH:32][CH2:33][CH2:34][C:35]([CH3:38])([CH3:37])[CH3:36])=[CH:27][CH:26]=3)=[O:22])=[CH:16][CH:15]=1.Cl.